Dataset: Full USPTO retrosynthesis dataset with 1.9M reactions from patents (1976-2016). Task: Predict the reactants needed to synthesize the given product. (1) The reactants are: [NH2:1][CH2:2][C@H:3]1[C@H:11]2[N:6]([C:7]3[CH:15]=[CH:14][C:13]([N:16]4[CH2:21][CH2:20][O:19][CH2:18][C:17]4=[O:22])=[CH:12][C:8]=3[O:9][CH2:10]2)[C:5](=[O:23])[O:4]1.[Cl:24][C:25]1[CH:33]=[CH:32][C:28]([C:29](O)=[O:30])=[CH:27][CH:26]=1.CN(C(ON1N=NC2C=CC=NC1=2)=[N+](C)C)C.F[P-](F)(F)(F)(F)F. Given the product [Cl:24][C:25]1[CH:33]=[CH:32][C:28]([C:29]([NH:1][CH2:2][C@H:3]2[C@H:11]3[N:6]([C:7]4[CH:15]=[CH:14][C:13]([N:16]5[CH2:21][CH2:20][O:19][CH2:18][C:17]5=[O:22])=[CH:12][C:8]=4[O:9][CH2:10]3)[C:5](=[O:23])[O:4]2)=[O:30])=[CH:27][CH:26]=1, predict the reactants needed to synthesize it. (2) Given the product [O:22]=[C:20]1[C:19]2[CH:23]=[CH:24][CH:25]=[CH:26][C:18]=2[S:17][C:16]([C:14]2[N:15]=[C:10]([CH2:9][NH:8][P:27]([O:32][CH2:33][CH3:34])([O:29][CH2:30][CH3:31])=[S:28])[CH:11]=[CH:12][CH:13]=2)=[N:21]1, predict the reactants needed to synthesize it. The reactants are: FC(F)(F)C(O)=O.[NH2:8][CH2:9][C:10]1[N:15]=[C:14]([C:16]2[S:17][C:18]3[CH:26]=[CH:25][CH:24]=[CH:23][C:19]=3[C:20](=[O:22])[N:21]=2)[CH:13]=[CH:12][CH:11]=1.[P:27](Cl)([O:32][CH2:33][CH3:34])([O:29][CH2:30][CH3:31])=[S:28].C(=O)([O-])[O-].[K+].[K+]. (3) Given the product [F:10][C:7]([F:8])([F:9])[C:6]([NH:22][CH2:14][CH2:15][C:16]1[CH:21]=[CH:20][CH:19]=[CH:18][CH:17]=1)=[O:11], predict the reactants needed to synthesize it. The reactants are: [F:8][C:7]([F:10])([F:9])[C:6](O[C:6](=[O:11])[C:7]([F:10])([F:9])[F:8])=[O:11].[CH2:14]([NH2:22])[CH2:15][C:16]1[CH:21]=[CH:20][CH:19]=[CH:18][CH:17]=1.C(N(CC)CC)C.